The task is: Predict the reactants needed to synthesize the given product.. This data is from Full USPTO retrosynthesis dataset with 1.9M reactions from patents (1976-2016). (1) Given the product [C:3]([C:7]1[CH:12]=[CH:11][CH:10]=[CH:9][C:8]=1[N:13]1[CH2:18][CH2:17][N:16]([C:24]([C:22]2[N:21]=[CH:20][NH:19][CH:23]=2)=[O:25])[CH2:15][CH2:14]1)([CH3:6])([CH3:4])[CH3:5], predict the reactants needed to synthesize it. The reactants are: Cl.Cl.[C:3]([C:7]1[CH:12]=[CH:11][CH:10]=[CH:9][C:8]=1[N:13]1[CH2:18][CH2:17][NH:16][CH2:15][CH2:14]1)([CH3:6])([CH3:5])[CH3:4].[NH:19]1[CH:23]=[C:22]([C:24](O)=[O:25])[N:21]=[CH:20]1.Cl.C(N=C=NCCCN(C)C)C.O.ON1C2C=CC=CC=2N=N1. (2) Given the product [CH3:16][N:2]([CH3:1])[CH2:3][CH2:4][C:5]1[C:13]2[C:8](=[CH:9][CH:10]=[C:11]([CH2:14][OH:15])[CH:12]=2)[NH:7][CH:6]=1, predict the reactants needed to synthesize it. The reactants are: [CH3:1][N:2]([CH3:16])[CH2:3][CH2:4][C:5]1[C:13]2[C:8](=[CH:9][CH:10]=[C:11]([CH:14]=[O:15])[CH:12]=2)[NH:7][CH:6]=1. (3) Given the product [Cl:11][C:8]1[CH:9]=[CH:10][C:2]([NH:1][C:26](=[O:27])[CH2:25][C:24]([NH:23][C:19]2[CH:20]=[CH:21][CH:22]=[C:17]([C:14]3[CH:15]=[CH:16][O:12][CH:13]=3)[CH:18]=2)=[O:29])=[C:3]([CH:7]=1)[C:4]([OH:6])=[O:5], predict the reactants needed to synthesize it. The reactants are: [NH2:1][C:2]1[CH:10]=[CH:9][C:8]([Cl:11])=[CH:7][C:3]=1[C:4]([OH:6])=[O:5].[O:12]1[CH:16]=[CH:15][C:14]([C:17]2[CH:18]=[C:19]([NH:23][C:24](=[O:29])[CH2:25][C:26](O)=[O:27])[CH:20]=[CH:21][CH:22]=2)=[CH:13]1. (4) Given the product [Si:12]([O:11][CH2:10][C@H:9]1[O:8][C@@H:7]([N:29]2[C:46]3[N:45]=[CH:44][N:43]=[C:33]([NH:34][C:35](=[O:42])[C:36]4[CH:37]=[CH:38][CH:39]=[CH:40][CH:41]=4)[C:32]=3[N:31]=[CH:30]2)[C@H:6]([O:47][CH2:48][CH:66]([OH:67])[CH2:65][OH:64])[C@@H:5]1[OH:4])([C:25]([CH3:28])([CH3:27])[CH3:26])([C:13]1[CH:18]=[CH:17][CH:16]=[CH:15][CH:14]=1)[C:19]1[CH:20]=[CH:21][CH:22]=[CH:23][CH:24]=1, predict the reactants needed to synthesize it. The reactants are: C([O:4][C@@H:5]1[C@@H:9]([CH2:10][O:11][Si:12]([C:25]([CH3:28])([CH3:27])[CH3:26])([C:19]2[CH:24]=[CH:23][CH:22]=[CH:21][CH:20]=2)[C:13]2[CH:18]=[CH:17][CH:16]=[CH:15][CH:14]=2)[O:8][C@@H:7]([N:29]2[C:46]3[N:45]=[CH:44][N:43]=[C:33]([NH:34][C:35](=[O:42])[C:36]4[CH:41]=[CH:40][CH:39]=[CH:38][CH:37]=4)[C:32]=3[N:31]=[CH:30]2)[C@@H:6]1[OH:47])C=C.[CH3:48][N+]1([O-])CCOCC1.CO.C(OCC)(=O)C.[O:64]1CC[O:67][CH2:66][CH2:65]1. (5) Given the product [CH3:1][O:2][CH2:3][CH2:4][CH2:5][N:6]1[C:11]2[CH:12]=[C:13]([CH2:16][O:17][C@H:18]3[CH2:23][N:22]([S:24]([C:27]4[CH:28]=[CH:29][C:30]([CH3:33])=[CH:31][CH:32]=4)(=[O:25])=[O:26])[C@H:21]([CH2:34][C:35]([CH3:41])([CH3:40])[C:36]([OH:38])=[O:37])[CH2:20][CH2:19]3)[CH:14]=[CH:15][C:10]=2[O:9][CH2:8][CH2:7]1, predict the reactants needed to synthesize it. The reactants are: [CH3:1][O:2][CH2:3][CH2:4][CH2:5][N:6]1[C:11]2[CH:12]=[C:13]([CH2:16][O:17][C@H:18]3[CH2:23][N:22]([S:24]([C:27]4[CH:32]=[CH:31][C:30]([CH3:33])=[CH:29][CH:28]=4)(=[O:26])=[O:25])[C@H:21]([CH2:34][C:35]([CH3:41])([CH3:40])[C:36]([O:38]C)=[O:37])[CH2:20][CH2:19]3)[CH:14]=[CH:15][C:10]=2[O:9][CH2:8][CH2:7]1.[OH-].[Na+]. (6) Given the product [C:1]1([C:7]2[C:11]3[CH:12]=[CH:13][C:14]([O:16][CH:18]([CH2:22][CH2:23][CH3:24])[CH2:19][CH2:20][OH:21])=[CH:15][C:10]=3[O:9][CH:8]=2)[CH:2]=[CH:3][CH:4]=[CH:5][CH:6]=1, predict the reactants needed to synthesize it. The reactants are: [C:1]1([C:7]2[C:11]3[CH:12]=[CH:13][C:14]([OH:16])=[CH:15][C:10]=3[O:9][CH:8]=2)[CH:6]=[CH:5][CH:4]=[CH:3][CH:2]=1.Br[CH:18]([CH2:22][CH2:23][CH3:24])[CH2:19][CH2:20][OH:21].C([O-])([O-])=O.[Cs+].[Cs+].Cl. (7) The reactants are: [CH2:1]([CH:8]([C:24]([O:26]CC)=[O:25])[C:9]([OH:23])([CH2:15][CH2:16][C:17]1[CH:22]=[CH:21][CH:20]=[CH:19][CH:18]=1)[C:10]([O:12]CC)=[O:11])[C:2]1[CH:7]=[CH:6][CH:5]=[CH:4][CH:3]=1.[OH-].[Li+]. Given the product [CH2:1]([CH:8]([C:24]([OH:26])=[O:25])[C:9]([OH:23])([CH2:15][CH2:16][C:17]1[CH:18]=[CH:19][CH:20]=[CH:21][CH:22]=1)[C:10]([OH:12])=[O:11])[C:2]1[CH:7]=[CH:6][CH:5]=[CH:4][CH:3]=1, predict the reactants needed to synthesize it. (8) Given the product [NH2:22][C:2]1[C:7]([C:8]#[C:9][C:10]2[CH:15]=[CH:14][C:13]([C:16]([F:19])([F:18])[F:17])=[CH:12][CH:11]=2)=[C:6]([CH3:20])[N:5]=[C:4]([CH3:21])[N:3]=1, predict the reactants needed to synthesize it. The reactants are: Cl[C:2]1[C:7]([C:8]#[C:9][C:10]2[CH:15]=[CH:14][C:13]([C:16]([F:19])([F:18])[F:17])=[CH:12][CH:11]=2)=[C:6]([CH3:20])[N:5]=[C:4]([CH3:21])[N:3]=1.[NH3:22].